Dataset: Forward reaction prediction with 1.9M reactions from USPTO patents (1976-2016). Task: Predict the product of the given reaction. Given the reactants [F:1][C:2]([F:23])([C:19]([F:22])([F:21])[F:20])[C:3]([F:18])([F:17])[C:4]1[CH:16]=[CH:15][C:7]2[S:8][C:9]([C:11]([O:13]C)=[O:12])=[CH:10][C:6]=2[CH:5]=1.O.[OH-].[Li+].O, predict the reaction product. The product is: [F:23][C:2]([F:1])([C:19]([F:22])([F:20])[F:21])[C:3]([F:17])([F:18])[C:4]1[CH:16]=[CH:15][C:7]2[S:8][C:9]([C:11]([OH:13])=[O:12])=[CH:10][C:6]=2[CH:5]=1.